Dataset: Catalyst prediction with 721,799 reactions and 888 catalyst types from USPTO. Task: Predict which catalyst facilitates the given reaction. (1) The catalyst class is: 43. Product: [O:4]1[C:5]2([CH2:10][CH2:9][CH:8]([C:11]3[C:20]4[C:15](=[CH:16][CH:17]=[CH:18][CH:19]=4)[NH:14][C:13](=[O:21])[CH:12]=3)[CH2:7][CH2:6]2)[O:1][CH2:2][CH2:3]1. Reactant: [O:1]1[C:5]2([CH2:10][CH2:9][C:8]([C:11]3[C:20]4[C:15](=[CH:16][CH:17]=[CH:18][CH:19]=4)[NH:14][C:13](=[O:21])[CH:12]=3)=[CH:7][CH2:6]2)[O:4][CH2:3][CH2:2]1.C([O-])(O)=O.[Na+].N#N. (2) Reactant: [CH3:1][CH:2]1[O:10][C:5]2=[N:6][CH:7]=[CH:8][CH:9]=[C:4]2[C:3]1=[O:11].[BH4-].[Na+]. Product: [CH3:1][CH:2]1[O:10][C:5]2=[N:6][CH:7]=[CH:8][CH:9]=[C:4]2[CH:3]1[OH:11]. The catalyst class is: 83. (3) Reactant: [Br:1][C:2]1[C:3]([C:10](OC)=[O:11])=[N:4][C:5]([S:8][CH3:9])=[N:6][CH:7]=1.[H-].C([Al+]CC(C)C)C(C)C. Product: [Br:1][C:2]1[C:3]([CH2:10][OH:11])=[N:4][C:5]([S:8][CH3:9])=[N:6][CH:7]=1. The catalyst class is: 1. (4) Reactant: N([O-])=O.[Na+].[CH2:5]([C:7]1[CH:13]=[CH:12][CH:11]=[CH:10][C:8]=1[NH2:9])[CH3:6].Cl.C([O-])(=O)C.[Na+].[CH2:20]([CH:22](C(C)=O)[C:23]([O:25][CH2:26][CH3:27])=[O:24])[CH3:21].[OH-].[K+]. Product: [CH2:5]([C:7]1[CH:13]=[CH:12][CH:11]=[C:10]2[C:8]=1[NH:9][C:22]([C:23]([O:25][CH2:26][CH3:27])=[O:24])=[C:20]2[CH3:21])[CH3:6]. The catalyst class is: 40. (5) Reactant: C1(P(C2CCCCC2)C2CCCCC2)CCCCC1.Br[C:21]1[CH:26]=[CH:25][C:24]([C:28]([F:31])([F:30])[F:29])(O)[CH2:23][CH:22]=1.[B:32]1([B:32]2[O:36][C:35]([CH3:38])([CH3:37])[C:34]([CH3:40])([CH3:39])[O:33]2)[O:36][C:35]([CH3:38])([CH3:37])[C:34]([CH3:40])([CH3:39])[O:33]1.C([O-])(=[O:52])C.[K+]. Product: [CH3:39][C:34]1([CH3:40])[C:35]([CH3:38])([CH3:37])[O:36][B:32]([C:26]2[CH:21]=[CH:22][C:23]([OH:52])=[C:24]([C:28]([F:31])([F:30])[F:29])[CH:25]=2)[O:33]1. The catalyst class is: 62. (6) Reactant: [CH3:1][O:2][C:3]([C:5]1([CH2:11][CH2:12][CH:13]=O)[CH2:10][CH2:9][O:8][CH2:7][CH2:6]1)=[O:4].[F:15][C:16]1[CH:21]=[C:20]([N:22]2[CH2:26][CH2:25][C@H:24]([N:27]3[CH2:31][CH2:30][CH2:29][C@@H:28]3[CH3:32])[CH2:23]2)[CH:19]=[CH:18][C:17]=1[NH2:33].C(O)(=O)C.[BH-](OC(C)=O)(OC(C)=O)OC(C)=O.[Na+]. Product: [CH3:1][O:2][C:3]([C:5]1([CH2:11][CH2:12][CH2:13][NH:33][C:17]2[CH:18]=[CH:19][C:20]([N:22]3[CH2:26][CH2:25][C@H:24]([N:27]4[CH2:31][CH2:30][CH2:29][C@@H:28]4[CH3:32])[CH2:23]3)=[CH:21][C:16]=2[F:15])[CH2:6][CH2:7][O:8][CH2:9][CH2:10]1)=[O:4]. The catalyst class is: 26. (7) Reactant: [CH3:1][O:2][C:3]1[CH:8]=[CH:7][C:6]([N:9]2[C:13]3[CH:14]=[CH:15][CH:16]=[CH:17][C:12]=3[N:11]=[C:10]2[CH2:18][NH:19][CH:20]([CH3:22])[CH3:21])=[C:5]([CH3:23])[CH:4]=1.[CH3:24][C:25]1[CH:33]=[C:32]([CH3:34])[CH:31]=[C:30]([CH3:35])[C:26]=1[C:27](Cl)=[O:28].ClC(Cl)C. Product: [CH3:1][O:2][C:3]1[CH:8]=[CH:7][C:6]([N:9]2[C:13]3[CH:14]=[CH:15][CH:16]=[CH:17][C:12]=3[N:11]=[C:10]2[CH2:18][N:19]([CH:20]([CH3:21])[CH3:22])[C:27]([C:26]2[C:25]([CH3:24])=[CH:33][C:32]([CH3:34])=[CH:31][C:30]=2[CH3:35])=[O:28])=[C:5]([CH3:23])[CH:4]=1. The catalyst class is: 813. (8) Reactant: Cl.[C:2]1([C:8]2([CH:18]3[CH2:22][NH:21][CH2:20][CH2:19]3)[CH2:17][CH2:16][C:11]3(OCC[O:12]3)[CH2:10][CH2:9]2)[CH:7]=[CH:6][CH:5]=[CH:4][CH:3]=1.Cl. Product: [NH:21]1[CH2:22][CH:18]([C:8]2([C:2]3[CH:3]=[CH:4][CH:5]=[CH:6][CH:7]=3)[CH2:9][CH2:10][C:11](=[O:12])[CH2:16][CH2:17]2)[CH2:19][CH2:20]1. The catalyst class is: 33.